Regression. Given a peptide amino acid sequence and an MHC pseudo amino acid sequence, predict their binding affinity value. This is MHC class II binding data. From a dataset of Peptide-MHC class II binding affinity with 134,281 pairs from IEDB. (1) The peptide sequence is CGMFTNRSGSQQW. The MHC is HLA-DQA10101-DQB10501 with pseudo-sequence HLA-DQA10101-DQB10501. The binding affinity (normalized) is 0.0154. (2) The peptide sequence is LNHVRIPIGYWAVNP. The MHC is DRB1_0301 with pseudo-sequence DRB1_0301. The binding affinity (normalized) is 0.